Dataset: Reaction yield outcomes from USPTO patents with 853,638 reactions. Task: Predict the reaction yield, written as a fraction of the theoretical maximum amount of product (1.0 means a 100% yield; for example, 0.34 means a 34% yield). (1) The reactants are O.[OH-].[Na+].[Cl:4][C:5]1[CH:6]=[C:7]2[C:12](=[CH:13][CH:14]=1)[N:11]=[C:10]([N:15]1[CH2:20][CH2:19][N:18](C=O)[CH2:17][CH2:16]1)[CH:9]=[CH:8]2. The catalyst is OS(O)(=O)=O. The product is [Cl:4][C:5]1[CH:6]=[C:7]2[C:12](=[CH:13][CH:14]=1)[N:11]=[C:10]([N:15]1[CH2:16][CH2:17][NH:18][CH2:19][CH2:20]1)[CH:9]=[CH:8]2. The yield is 0.420. (2) The reactants are [BH4-].[Na+].[CH2:3]([N:10]1[CH2:14][CH:13]2[CH2:15][N:16]([CH2:18][C:19]([C:21]3[CH:26]=[CH:25][C:24]([OH:27])=[CH:23][CH:22]=3)=[O:20])[CH2:17][CH:12]2[CH2:11]1)[C:4]1[CH:9]=[CH:8][CH:7]=[CH:6][CH:5]=1. The product is [CH2:3]([N:10]1[CH2:14][CH:13]2[CH2:15][N:16]([CH2:18][CH:19]([C:21]3[CH:22]=[CH:23][C:24]([OH:27])=[CH:25][CH:26]=3)[OH:20])[CH2:17][CH:12]2[CH2:11]1)[C:4]1[CH:5]=[CH:6][CH:7]=[CH:8][CH:9]=1. The catalyst is CO. The yield is 0.300. (3) The reactants are [H-].[Na+].[C:3]([NH:10][OH:11])([O:5][C:6]([CH3:9])([CH3:8])[CH3:7])=[O:4].S(O[C@@H:23]1[CH2:28][CH2:27][O:26][C:24]1=[O:25])(C1C=CC(C)=CC=1)(=O)=O. The catalyst is C(Cl)Cl. The product is [C:3]([NH:10][O:11][C@H:23]1[CH2:28][CH2:27][O:26][C:24]1=[O:25])([O:5][C:6]([CH3:9])([CH3:8])[CH3:7])=[O:4]. The yield is 0.890. (4) The reactants are [C:1](Cl)(=[O:17])[CH2:2][CH2:3][CH2:4][CH2:5][CH2:6][CH2:7][CH2:8][CH2:9][CH2:10][CH2:11][CH2:12][CH2:13][CH2:14][CH2:15][CH3:16].ClCCl.[CH3:22][C:23]1[CH:24]=[CH:25][CH:26]=[CH:27][C:28]=1[C:29]([NH:31][C:32]1[CH:33]=[CH:34][C:35]([C:39]([N:41]2[C:47]3[CH:48]=[CH:49][C:50]([Cl:52])=[CH:51][C:46]=3[CH:45]([OH:53])[CH2:44][CH2:43][CH2:42]2)=[O:40])=[C:36]([CH3:38])[CH:37]=1)=[O:30].N1C=CC=CC=1. The catalyst is O. The product is [Cl:52][C:50]1[CH:49]=[CH:48][C:47]2[N:41]([C:39](=[O:40])[C:35]3[CH:34]=[CH:33][C:32]([NH:31][C:29](=[O:30])[C:28]4[CH:27]=[CH:26][CH:25]=[CH:24][C:23]=4[CH3:22])=[CH:37][C:36]=3[CH3:38])[CH2:42][CH2:43][CH2:44][CH:45]([O:53][C:1](=[O:17])[CH2:2][CH2:3][CH2:4][CH2:5][CH2:6][CH2:7][CH2:8][CH2:9][CH2:10][CH2:11][CH2:12][CH2:13][CH2:14][CH2:15][CH3:16])[C:46]=2[CH:51]=1. The yield is 0.740. (5) The reactants are ClC(Cl)(O[C:5](=[O:11])OC(Cl)(Cl)Cl)Cl.[C:13]12([CH2:23][CH2:24][NH:25][CH3:26])[CH2:22][CH:17]3[CH2:18][CH:19]([CH2:21][CH:15]([CH2:16]3)[CH2:14]1)[CH2:20]2.C(N(C(C)C)CC)(C)C.[CH3:36][NH:37][CH2:38][CH2:39][CH2:40][C:41]1[CH:46]=[CH:45][N:44]=[CH:43][CH:42]=1. The catalyst is ClCCl.C(OCC)C. The product is [C:13]12([CH2:23][CH2:24][N:25]([CH3:26])[C:5]([N:37]([CH3:36])[CH2:38][CH2:39][CH2:40][C:41]3[CH:42]=[CH:43][N:44]=[CH:45][CH:46]=3)=[O:11])[CH2:20][CH:19]3[CH2:18][CH:17]([CH2:16][CH:15]([CH2:21]3)[CH2:14]1)[CH2:22]2. The yield is 0.540. (6) The reactants are [CH3:1][N:2]([CH3:32])[C:3]([N:5]1[CH2:9][CH:8]2[CH2:10][C:11]([CH2:25][C:26]3[CH:31]=[CH:30][CH:29]=[CH:28][CH:27]=3)([NH:13][CH2:14][C:15]([N:17]3[CH2:21][C@@H:20]([F:22])[CH2:19][C@H:18]3[C:23]#[N:24])=[O:16])[CH2:12][CH:7]2[CH2:6]1)=[O:4].[C:33]([OH:42])(=[O:41])[CH:34]([CH:36]([C:38]([OH:40])=[O:39])[OH:37])[OH:35]. The catalyst is ClCCl.CC(C)=O. The product is [C:38]([CH:36]([CH:34]([C:33]([OH:42])=[O:41])[OH:35])[OH:37])([OH:40])=[O:39].[CH3:32][N:2]([CH3:1])[C:3]([N:5]1[CH2:6][CH:7]2[CH2:12][C:11]([CH2:25][C:26]3[CH:27]=[CH:28][CH:29]=[CH:30][CH:31]=3)([NH:13][CH2:14][C:15]([N:17]3[CH2:21][C@@H:20]([F:22])[CH2:19][C@H:18]3[C:23]#[N:24])=[O:16])[CH2:10][CH:8]2[CH2:9]1)=[O:4]. The yield is 0.680. (7) The reactants are [CH3:1]C(C)([O-])C.[K+].IC.[CH2:9]([O:16][C:17]1[C:22]([CH2:23][N:24]2[CH2:33][CH2:32][C:31]3[C:26](=[C:27]([Cl:39])[C:28]([CH:35]([OH:38])[CH2:36][CH3:37])=[CH:29][C:30]=3[Cl:34])[C:25]2=[O:40])=[C:21]([CH3:41])[CH:20]=[C:19]([CH3:42])[N:18]=1)[C:10]1[CH:15]=[CH:14][CH:13]=[CH:12][CH:11]=1. The catalyst is CN(C)C=O. The product is [CH2:9]([O:16][C:17]1[C:22]([CH2:23][N:24]2[CH2:33][CH2:32][C:31]3[C:26](=[C:27]([Cl:39])[C:28]([CH:35]([O:38][CH3:1])[CH2:36][CH3:37])=[CH:29][C:30]=3[Cl:34])[C:25]2=[O:40])=[C:21]([CH3:41])[CH:20]=[C:19]([CH3:42])[N:18]=1)[C:10]1[CH:15]=[CH:14][CH:13]=[CH:12][CH:11]=1. The yield is 0.585. (8) The reactants are [Br:1][C:2]1[CH:3]=[C:4]([N+:12]([O-:14])=[O:13])[C:5]2[N:9]=[C:8]([CH3:10])[NH:7][C:6]=2[CH:11]=1.Br[CH2:16][C:17]1[C:26]2[C:21](=[CH:22][CH:23]=[CH:24][CH:25]=2)[CH:20]=[CH:19][CH:18]=1.C([O-])([O-])=O.[K+].[K+]. The catalyst is CN(C=O)C. The product is [Br:1][C:2]1[CH:3]=[C:4]([N+:12]([O-:14])=[O:13])[C:5]2[N:9]=[C:8]([CH3:10])[N:7]([CH2:16][C:17]3[C:26]4[C:21](=[CH:22][CH:23]=[CH:24][CH:25]=4)[CH:20]=[CH:19][CH:18]=3)[C:6]=2[CH:11]=1. The yield is 1.00.